Dataset: Forward reaction prediction with 1.9M reactions from USPTO patents (1976-2016). Task: Predict the product of the given reaction. Given the reactants [CH3:1][O:2][C:3]1[CH:4]=[C:5]([CH:9]=[C:10]([N+:12]([O-:14])=[O:13])[CH:11]=1)[C:6]([OH:8])=O.Cl.CN(C)CCCN=C=NCC.[CH3:27][O:28][CH2:29][CH2:30][NH2:31], predict the reaction product. The product is: [CH3:1][O:2][C:3]1[CH:4]=[C:5]([CH:9]=[C:10]([N+:12]([O-:14])=[O:13])[CH:11]=1)[C:6]([NH:31][CH2:30][CH2:29][O:28][CH3:27])=[O:8].